Dataset: Reaction yield outcomes from USPTO patents with 853,638 reactions. Task: Predict the reaction yield, written as a fraction of the theoretical maximum amount of product (1.0 means a 100% yield; for example, 0.34 means a 34% yield). (1) The reactants are CC1C=CC(S(OCC2CC3C=CC=C(OS(C(F)(F)F)(=O)=O)C=3O2)(=O)=O)=CC=1.C1(B(O)O)C=CC=CC=1.P([O-])([O-])([O-])=O.[K+].[K+].[K+].[CH3:47][C:48]1[CH:53]=[CH:52][C:51]([S:54]([O:57][CH2:58][CH:59]2[CH2:63][C:62]3[CH:64]=[CH:65][CH:66]=[C:67]([C:68]4[CH:73]=[C:72](C(F)(F)F)[CH:71]=[C:70](C(F)(F)F)[CH:69]=4)[C:61]=3[O:60]2)(=[O:56])=[O:55])=[CH:50][CH:49]=1. The catalyst is C1C=CC([P]([Pd]([P](C2C=CC=CC=2)(C2C=CC=CC=2)C2C=CC=CC=2)([P](C2C=CC=CC=2)(C2C=CC=CC=2)C2C=CC=CC=2)[P](C2C=CC=CC=2)(C2C=CC=CC=2)C2C=CC=CC=2)(C2C=CC=CC=2)C2C=CC=CC=2)=CC=1. The product is [CH3:47][C:48]1[CH:49]=[CH:50][C:51]([S:54]([O:57][CH2:58][CH:59]2[CH2:63][C:62]3[CH:64]=[CH:65][CH:66]=[C:67]([C:68]4[CH:73]=[CH:72][CH:71]=[CH:70][CH:69]=4)[C:61]=3[O:60]2)(=[O:55])=[O:56])=[CH:52][CH:53]=1. The yield is 0.320. (2) The reactants are [N:1]1[CH:6]=[CH:5][CH:4]=[C:3]([C:7]2[CH:12]=[CH:11][NH:10][C:9](=[O:13])[N:8]=2)[CH:2]=1.[H-].[Na+].Br[CH2:17][CH2:18][CH2:19][CH2:20][Cl:21].O. The catalyst is CN(C=O)C. The product is [Cl:21][CH2:20][CH2:19][CH2:18][CH2:17][N:10]1[CH:11]=[CH:12][C:7]([C:3]2[CH:2]=[N:1][CH:6]=[CH:5][CH:4]=2)=[N:8][C:9]1=[O:13]. The yield is 0.540. (3) The reactants are [F:1][CH:2]([F:12])[CH2:3][NH:4][C:5](=[O:11])[O:6][C:7]([CH3:10])([CH3:9])[CH3:8].[H-].[Na+].Br[CH2:16][CH:17]1[CH2:19][CH2:18]1. The catalyst is CN(C=O)C. The product is [CH:17]1([CH2:16][N:4]([CH2:3][CH:2]([F:12])[F:1])[C:5](=[O:11])[O:6][C:7]([CH3:8])([CH3:9])[CH3:10])[CH2:19][CH2:18]1. The yield is 0.860. (4) The reactants are Cl[C:2]1[C:3]([Cl:8])=[N:4][CH:5]=[CH:6][N:7]=1.[C:9]1(B(O)O)[CH:14]=[CH:13][CH:12]=[CH:11][CH:10]=1.C([O-])([O-])=O.[Na+].[Na+].C(Cl)Cl. The catalyst is COCCOC.C1C=CC(P(C2C=CC=CC=2)[C-]2C=CC=C2)=CC=1.C1C=CC(P(C2C=CC=CC=2)[C-]2C=CC=C2)=CC=1.Cl[Pd]Cl.[Fe+2]. The product is [Cl:8][C:3]1[CH:2]=[N:7][CH:6]=[C:5]([C:9]2[CH:14]=[CH:13][CH:12]=[CH:11][CH:10]=2)[N:4]=1. The yield is 0.740.